From a dataset of Peptide-MHC class I binding affinity with 185,985 pairs from IEDB/IMGT. Regression. Given a peptide amino acid sequence and an MHC pseudo amino acid sequence, predict their binding affinity value. This is MHC class I binding data. The peptide sequence is RPPRRGDKF. The MHC is HLA-B27:05 with pseudo-sequence HLA-B27:05. The binding affinity (normalized) is 0.0847.